This data is from Reaction yield outcomes from USPTO patents with 853,638 reactions. The task is: Predict the reaction yield, written as a fraction of the theoretical maximum amount of product (1.0 means a 100% yield; for example, 0.34 means a 34% yield). (1) The reactants are [C:1]1([CH2:7][NH:8][C:9]([CH:11]([C:17]([O:19]CC)=O)[C:12]([O:14][CH2:15][CH3:16])=[O:13])=[O:10])[CH:6]=[CH:5][CH:4]=[CH:3][CH:2]=1.[H-].[Na+].[C:24]1([N:30]=[C:31]=[O:32])[CH:29]=[CH:28][CH:27]=[CH:26][CH:25]=1. The catalyst is O1CCOCC1.ClCCl. The product is [OH:19][C:17]1[N:30]([C:24]2[CH:29]=[CH:28][CH:27]=[CH:26][CH:25]=2)[C:31](=[O:32])[N:8]([CH2:7][C:1]2[CH:2]=[CH:3][CH:4]=[CH:5][CH:6]=2)[C:9](=[O:10])[C:11]=1[C:12]([O:14][CH2:15][CH3:16])=[O:13]. The yield is 0.570. (2) The reactants are [CH:1]1([CH2:4][OH:5])[CH2:3][CH2:2]1.[H-].[Na+].Cl[C:9]1[CH:18]=[N:17][C:16]2[C:15](=[O:19])[N:14]=[CH:13][NH:12][C:11]=2[CH:10]=1. No catalyst specified. The product is [CH:1]1([CH2:4][O:5][C:9]2[CH:18]=[N:17][C:16]3[C:15](=[O:19])[N:14]=[CH:13][NH:12][C:11]=3[CH:10]=2)[CH2:3][CH2:2]1. The yield is 0.120. (3) The reactants are [Cl:1][C:2]1[C:7]([N+:8]([O-])=O)=[C:6]([Cl:11])[CH:5]=[C:4]([CH3:12])[N:3]=1. The catalyst is C(O)C.[Ni]. The product is [NH2:8][C:7]1[C:2]([Cl:1])=[N:3][C:4]([CH3:12])=[CH:5][C:6]=1[Cl:11]. The yield is 0.960.